From a dataset of Catalyst prediction with 721,799 reactions and 888 catalyst types from USPTO. Predict which catalyst facilitates the given reaction. (1) Reactant: [NH2:1][CH2:2][CH:3]1[CH2:8][CH2:7][CH2:6][CH2:5][N:4]1[C:9]([O:11][C:12]([CH3:15])([CH3:14])[CH3:13])=[O:10].C1C=CC2N(O)N=NC=2C=1.[C:26]([NH:36][C@H:37]([C:42](O)=[O:43])[CH2:38][CH:39]([CH3:41])[CH3:40])([O:28][CH2:29][C:30]1[CH:35]=[CH:34][CH:33]=[CH:32][CH:31]=1)=[O:27].C(Cl)CCl. Product: [C:30]1([CH2:29][O:28][C:26]([NH:36][C@H:37]([C:42]([NH:1][CH2:2][CH:3]2[CH2:8][CH2:7][CH2:6][CH2:5][N:4]2[C:9]([O:11][C:12]([CH3:15])([CH3:14])[CH3:13])=[O:10])=[O:43])[CH2:38][CH:39]([CH3:40])[CH3:41])=[O:27])[CH:31]=[CH:32][CH:33]=[CH:34][CH:35]=1. The catalyst class is: 2. (2) Reactant: Br[C:2]1[CH:32]=[CH:31][C:5]([CH2:6][C:7]2[N:11]([C:12]3[CH:13]=[C:14]([CH:20]=[CH:21][CH:22]=3)[C:15]([O:17][CH2:18][CH3:19])=[O:16])[C:10]3[CH:23]=[CH:24][C:25]([C:27]([F:30])([F:29])[F:28])=[CH:26][C:9]=3[N:8]=2)=[CH:4][CH:3]=1. Product: [CH2:6]([C:7]1[N:11]([C:12]2[CH:13]=[C:14]([CH:20]=[CH:21][CH:22]=2)[C:15]([O:17][CH2:18][CH3:19])=[O:16])[C:10]2[CH:23]=[CH:24][C:25]([C:27]([F:29])([F:30])[F:28])=[CH:26][C:9]=2[N:8]=1)[C:5]1[CH:31]=[CH:32][CH:2]=[CH:3][CH:4]=1. The catalyst class is: 178. (3) Reactant: Cl[CH2:2][CH2:3][CH2:4][O:5][C:6]1[CH:11]=[CH:10][C:9]([C:12]2([CH2:18][N:19]([CH3:21])[CH3:20])[CH2:17][CH2:16][O:15][CH2:14][CH2:13]2)=[CH:8][CH:7]=1.[CH3:22][N:23]1[CH2:28][CH2:27][NH:26][CH2:25][CH2:24]1.C(=O)(O)[O-].[Na+].[I-].[K+]. Product: [CH3:20][N:19]([CH3:21])[CH2:18][C:12]1([C:9]2[CH:10]=[CH:11][C:6]([O:5][CH2:4][CH2:3][CH2:2][N:26]3[CH2:27][CH2:28][N:23]([CH3:22])[CH2:24][CH2:25]3)=[CH:7][CH:8]=2)[CH2:17][CH2:16][O:15][CH2:14][CH2:13]1. The catalyst class is: 9. (4) Reactant: [CH3:1][N:2]1[C:6]([S:7]([N:10]2[CH2:15][CH2:14][CH:13]([N:16]3[CH2:19][C:18]([CH2:42][C:43]#[N:44])([N:20]4[CH:24]=[C:23]([C:25]5[C:26]6[CH:33]=[CH:32][N:31](COCC[Si](C)(C)C)[C:27]=6[N:28]=[CH:29][N:30]=5)[CH:22]=[N:21]4)[CH2:17]3)[CH2:12][CH2:11]2)(=[O:9])=[O:8])=[CH:5][CH:4]=[N:3]1.FC(F)(F)C(O)=O. Product: [CH3:1][N:2]1[C:6]([S:7]([N:10]2[CH2:11][CH2:12][CH:13]([N:16]3[CH2:19][C:18]([CH2:42][C:43]#[N:44])([N:20]4[CH:24]=[C:23]([C:25]5[C:26]6[CH:33]=[CH:32][NH:31][C:27]=6[N:28]=[CH:29][N:30]=5)[CH:22]=[N:21]4)[CH2:17]3)[CH2:14][CH2:15]2)(=[O:9])=[O:8])=[CH:5][CH:4]=[N:3]1. The catalyst class is: 2. (5) Reactant: [NH:1]1[C:9]2[C:4](=[CH:5][CH:6]=[CH:7][CH:8]=2)[C:3]([C:10]([NH2:12])=[O:11])=[N:2]1.Br[CH2:14][CH2:15][CH2:16][O:17][CH3:18].[H-].[Na+].O. Product: [CH3:18][O:17][CH2:16][CH2:15][CH2:14][C:5]1[CH:6]=[CH:7][CH:8]=[C:9]2[C:4]=1[C:3]([C:10]([NH2:12])=[O:11])=[N:2][NH:1]2. The catalyst class is: 3. (6) Product: [NH2:12][C:13]1[CH:22]=[CH:21][C:20]([C:23]([C:25]2[N:33]3[C:28]([CH:29]=[CH:30][CH:31]=[CH:32]3)=[C:27]([O:34][CH2:2][CH2:3][O:4][CH3:5])[C:26]=2[CH3:35])=[O:24])=[CH:19][C:14]=1[C:15]([O:17][CH3:18])=[O:16]. Reactant: Br[CH2:2][CH2:3][O:4][CH3:5].C(=O)([O-])[O-].[Cs+].[Cs+].[NH2:12][C:13]1[CH:22]=[CH:21][C:20]([C:23]([C:25]2[N:33]3[C:28]([CH:29]=[CH:30][CH:31]=[CH:32]3)=[C:27]([OH:34])[C:26]=2[CH3:35])=[O:24])=[CH:19][C:14]=1[C:15]([O:17][CH3:18])=[O:16].Cl. The catalyst class is: 18. (7) Reactant: [Br:1][C:2]1[CH:14]=[CH:13][C:12]2[C:11]3[C:6](=[CH:7][CH:8]=[CH:9][CH:10]=3)[NH:5][C:4]=2[CH:3]=1.[H-].[Na+].Br[CH2:18][CH:19]([CH3:21])[CH3:20]. Product: [Br:1][C:2]1[CH:14]=[CH:13][C:12]2[C:11]3[C:6](=[CH:7][CH:8]=[CH:9][CH:10]=3)[N:5]([CH2:18][CH:19]([CH3:21])[CH3:20])[C:4]=2[CH:3]=1. The catalyst class is: 9. (8) Reactant: [CH2:1]([S:3]([N:6]1[CH2:9][C:8]([CH2:32][C:33]#[N:34])([N:10]2[CH:14]=[C:13]([C:15]3[C:16]4[CH:23]=[CH:22][N:21](COCC[Si](C)(C)C)[C:17]=4[N:18]=[CH:19][N:20]=3)[CH:12]=[N:11]2)[CH2:7]1)(=[O:5])=[O:4])[CH3:2].[OH-].[NH4+]. Product: [N:18]1[C:17]2[NH:21][CH:22]=[CH:23][C:16]=2[C:15]([C:13]2[CH:12]=[N:11][N:10]([C:8]3([CH2:32][C:33]#[N:34])[CH2:7][N:6]([S:3]([CH2:1][CH3:2])(=[O:4])=[O:5])[CH2:9]3)[CH:14]=2)=[N:20][CH:19]=1. The catalyst class is: 47.